This data is from Peptide-MHC class I binding affinity with 185,985 pairs from IEDB/IMGT. The task is: Regression. Given a peptide amino acid sequence and an MHC pseudo amino acid sequence, predict their binding affinity value. This is MHC class I binding data. (1) The peptide sequence is ATESDAIRTL. The MHC is HLA-A02:01 with pseudo-sequence HLA-A02:01. The binding affinity (normalized) is 0. (2) The peptide sequence is YSLEYFQFVKK. The MHC is HLA-B53:01 with pseudo-sequence HLA-B53:01. The binding affinity (normalized) is 0.0847. (3) The peptide sequence is TFSFNGAFI. The MHC is HLA-A24:02 with pseudo-sequence HLA-A24:02. The binding affinity (normalized) is 0.547. (4) The peptide sequence is KPIDDRFAT. The MHC is HLA-B07:02 with pseudo-sequence HLA-B07:02. The binding affinity (normalized) is 0.640.